From a dataset of NCI-60 drug combinations with 297,098 pairs across 59 cell lines. Regression. Given two drug SMILES strings and cell line genomic features, predict the synergy score measuring deviation from expected non-interaction effect. (1) Drug 2: C(=O)(N)NO. Synergy scores: CSS=0.848, Synergy_ZIP=0.498, Synergy_Bliss=2.26, Synergy_Loewe=-1.22, Synergy_HSA=1.31. Drug 1: CC1C(C(=O)NC(C(=O)N2CCCC2C(=O)N(CC(=O)N(C(C(=O)O1)C(C)C)C)C)C(C)C)NC(=O)C3=C4C(=C(C=C3)C)OC5=C(C(=O)C(=C(C5=N4)C(=O)NC6C(OC(=O)C(N(C(=O)CN(C(=O)C7CCCN7C(=O)C(NC6=O)C(C)C)C)C)C(C)C)C)N)C. Cell line: OVCAR-8. (2) Drug 1: CN1C(=O)N2C=NC(=C2N=N1)C(=O)N. Drug 2: COC1=C2C(=CC3=C1OC=C3)C=CC(=O)O2. Cell line: SK-MEL-5. Synergy scores: CSS=1.70, Synergy_ZIP=-0.343, Synergy_Bliss=-0.374, Synergy_Loewe=0.605, Synergy_HSA=-0.817. (3) Drug 1: CC1OCC2C(O1)C(C(C(O2)OC3C4COC(=O)C4C(C5=CC6=C(C=C35)OCO6)C7=CC(=C(C(=C7)OC)O)OC)O)O. Drug 2: CN(C)C1=NC(=NC(=N1)N(C)C)N(C)C. Cell line: U251. Synergy scores: CSS=53.7, Synergy_ZIP=3.33, Synergy_Bliss=1.52, Synergy_Loewe=-44.3, Synergy_HSA=-0.144. (4) Drug 1: CC1C(C(=O)NC(C(=O)N2CCCC2C(=O)N(CC(=O)N(C(C(=O)O1)C(C)C)C)C)C(C)C)NC(=O)C3=C4C(=C(C=C3)C)OC5=C(C(=O)C(=C(C5=N4)C(=O)NC6C(OC(=O)C(N(C(=O)CN(C(=O)C7CCCN7C(=O)C(NC6=O)C(C)C)C)C)C(C)C)C)N)C. Cell line: U251. Synergy scores: CSS=29.9, Synergy_ZIP=-11.9, Synergy_Bliss=-16.4, Synergy_Loewe=-24.2, Synergy_HSA=-15.4. Drug 2: B(C(CC(C)C)NC(=O)C(CC1=CC=CC=C1)NC(=O)C2=NC=CN=C2)(O)O. (5) Drug 1: C1CN1P(=S)(N2CC2)N3CC3. Drug 2: CC1=C2C(C(=O)C3(C(CC4C(C3C(C(C2(C)C)(CC1OC(=O)C(C(C5=CC=CC=C5)NC(=O)C6=CC=CC=C6)O)O)OC(=O)C7=CC=CC=C7)(CO4)OC(=O)C)O)C)OC(=O)C. Cell line: MDA-MB-435. Synergy scores: CSS=10.6, Synergy_ZIP=-0.516, Synergy_Bliss=-0.429, Synergy_Loewe=-25.5, Synergy_HSA=-1.69.